This data is from NCI-60 drug combinations with 297,098 pairs across 59 cell lines. The task is: Regression. Given two drug SMILES strings and cell line genomic features, predict the synergy score measuring deviation from expected non-interaction effect. (1) Drug 1: C1=CC(=C2C(=C1NCCNCCO)C(=O)C3=C(C=CC(=C3C2=O)O)O)NCCNCCO. Drug 2: CN(C)N=NC1=C(NC=N1)C(=O)N. Cell line: SNB-75. Synergy scores: CSS=55.8, Synergy_ZIP=7.72, Synergy_Bliss=6.37, Synergy_Loewe=-59.1, Synergy_HSA=5.14. (2) Drug 1: CN1CCC(CC1)COC2=C(C=C3C(=C2)N=CN=C3NC4=C(C=C(C=C4)Br)F)OC. Drug 2: C1C(C(OC1N2C=NC3=C2NC=NCC3O)CO)O. Cell line: NCI/ADR-RES. Synergy scores: CSS=7.59, Synergy_ZIP=-1.86, Synergy_Bliss=3.20, Synergy_Loewe=0.801, Synergy_HSA=2.86. (3) Drug 1: C1=CC(=C2C(=C1NCCNCCO)C(=O)C3=C(C=CC(=C3C2=O)O)O)NCCNCCO. Drug 2: B(C(CC(C)C)NC(=O)C(CC1=CC=CC=C1)NC(=O)C2=NC=CN=C2)(O)O. Cell line: SK-MEL-5. Synergy scores: CSS=19.1, Synergy_ZIP=-9.34, Synergy_Bliss=0.435, Synergy_Loewe=-3.36, Synergy_HSA=-2.37. (4) Drug 1: C1=NC2=C(N=C(N=C2N1C3C(C(C(O3)CO)O)F)Cl)N. Drug 2: C1=NNC2=C1C(=O)NC=N2. Cell line: MDA-MB-435. Synergy scores: CSS=0.493, Synergy_ZIP=5.49, Synergy_Bliss=-0.341, Synergy_Loewe=0.324, Synergy_HSA=-1.32. (5) Drug 1: C1=NC2=C(N=C(N=C2N1C3C(C(C(O3)CO)O)F)Cl)N. Drug 2: B(C(CC(C)C)NC(=O)C(CC1=CC=CC=C1)NC(=O)C2=NC=CN=C2)(O)O. Cell line: UACC-257. Synergy scores: CSS=38.5, Synergy_ZIP=-2.36, Synergy_Bliss=-7.58, Synergy_Loewe=-9.50, Synergy_HSA=-7.24. (6) Drug 1: CC(CN1CC(=O)NC(=O)C1)N2CC(=O)NC(=O)C2. Drug 2: C(CCl)NC(=O)N(CCCl)N=O. Cell line: OVCAR-4. Synergy scores: CSS=12.9, Synergy_ZIP=-2.80, Synergy_Bliss=3.93, Synergy_Loewe=1.68, Synergy_HSA=1.85. (7) Drug 1: C1C(C(OC1N2C=C(C(=O)NC2=O)F)CO)O. Drug 2: CC12CCC3C(C1CCC2O)C(CC4=C3C=CC(=C4)O)CCCCCCCCCS(=O)CCCC(C(F)(F)F)(F)F. Cell line: SK-OV-3. Synergy scores: CSS=23.8, Synergy_ZIP=-5.88, Synergy_Bliss=0.878, Synergy_Loewe=-24.3, Synergy_HSA=-3.77. (8) Drug 1: CC1=C2C(C(=O)C3(C(CC4C(C3C(C(C2(C)C)(CC1OC(=O)C(C(C5=CC=CC=C5)NC(=O)OC(C)(C)C)O)O)OC(=O)C6=CC=CC=C6)(CO4)OC(=O)C)O)C)O. Drug 2: C1=CC=C(C(=C1)C(C2=CC=C(C=C2)Cl)C(Cl)Cl)Cl. Cell line: 786-0. Synergy scores: CSS=1.39, Synergy_ZIP=0.177, Synergy_Bliss=3.16, Synergy_Loewe=3.12, Synergy_HSA=2.51. (9) Drug 1: CC1=C2C(C(=O)C3(C(CC4C(C3C(C(C2(C)C)(CC1OC(=O)C(C(C5=CC=CC=C5)NC(=O)C6=CC=CC=C6)O)O)OC(=O)C7=CC=CC=C7)(CO4)OC(=O)C)O)C)OC(=O)C. Synergy scores: CSS=5.93, Synergy_ZIP=-1.43, Synergy_Bliss=-0.404, Synergy_Loewe=-7.47, Synergy_HSA=-1.52. Drug 2: C1CC(=O)NC(=O)C1N2C(=O)C3=CC=CC=C3C2=O. Cell line: EKVX.